This data is from Full USPTO retrosynthesis dataset with 1.9M reactions from patents (1976-2016). The task is: Predict the reactants needed to synthesize the given product. (1) Given the product [N+:1]([O-:3])([O-:12])=[O:2].[N+:11]([C:18]1[CH:19]=[CH:20][C:15]([PH3+:21])=[CH:16][CH:17]=1)([O-:13])=[O:12], predict the reactants needed to synthesize it. The reactants are: [N+:1](C1C=CC(N)=CC=1)([O-:3])=[O:2].[N:11]([O-:13])=[O:12].[Na+].[C:15]1([P:21](C2C=CC=CC=2)C2C=CC=CC=2)[CH:20]=[CH:19][CH:18]=[CH:17][CH:16]=1. (2) Given the product [C:18]([O:22][C:23](=[O:48])[CH2:24][N:25]1[C:29]2[CH:30]=[CH:31][C:32]([N:34]([CH2:2][CH2:3][O:4][C:5]3[CH:10]=[CH:9][C:8]([Cl:11])=[CH:7][CH:6]=3)[S:35]([C:38]3[CH:39]=[CH:40][C:41]([F:44])=[CH:42][CH:43]=3)(=[O:36])=[O:37])=[CH:33][C:28]=2[N:27]=[C:26]1[CH2:45][CH2:46][CH3:47])([CH3:21])([CH3:20])[CH3:19], predict the reactants needed to synthesize it. The reactants are: Br[CH2:2][CH2:3][O:4][C:5]1[CH:10]=[CH:9][C:8]([Cl:11])=[CH:7][CH:6]=1.C([O-])([O-])=O.[K+].[K+].[C:18]([O:22][C:23](=[O:48])[CH2:24][N:25]1[C:29]2[CH:30]=[CH:31][C:32]([NH:34][S:35]([C:38]3[CH:43]=[CH:42][C:41]([F:44])=[CH:40][CH:39]=3)(=[O:37])=[O:36])=[CH:33][C:28]=2[N:27]=[C:26]1[CH2:45][CH2:46][CH3:47])([CH3:21])([CH3:20])[CH3:19]. (3) The reactants are: [H-].[Na+].[CH3:3][C:4]1[C:9]([Br:10])=[CH:8][CH:7]=[CH:6][C:5]=1[N:11]1[C:15](=[O:16])[NH:14][N:13]=[N:12]1.[CH3:17]N(C)C=O.CI. Given the product [CH3:3][C:4]1[C:9]([Br:10])=[CH:8][CH:7]=[CH:6][C:5]=1[N:11]1[C:15](=[O:16])[N:14]([CH3:17])[N:13]=[N:12]1, predict the reactants needed to synthesize it. (4) Given the product [CH:1]12[CH2:7][CH:4]([CH:5]=[CH:6]1)[CH2:3][CH:2]2[NH:8][C:9](=[S:10])[NH:11][N:12]=[CH:17][C:16]1[CH:19]=[CH:20][C:21]([N:23]([CH3:25])[CH3:24])=[CH:22][C:15]=1[O:14][CH3:13], predict the reactants needed to synthesize it. The reactants are: [CH:1]12[CH2:7][CH:4]([CH:5]=[CH:6]1)[CH2:3][CH:2]2[NH:8][C:9]([NH:11][NH2:12])=[S:10].[CH3:13][O:14][C:15]1[CH:22]=[C:21]([N:23]([CH3:25])[CH3:24])[CH:20]=[CH:19][C:16]=1[CH:17]=O. (5) Given the product [NH2:8][C:9]1[C:14]([C:15]([C:17]2[CH:22]=[C:21]([F:23])[CH:20]=[CH:19][C:18]=2[O:24][CH3:25])=[O:16])=[CH:13][CH:2]=[C:11]([NH:26][CH:27]2[CH2:28][CH2:29][N:30]([S:42]([CH2:40][CH3:41])(=[O:44])=[O:43])[CH2:31][CH2:32]2)[N:10]=1, predict the reactants needed to synthesize it. The reactants are: F[C:2](F)(F)C(O)=O.[NH2:8][C:9]1[C:14]([C:15]([C:17]2[CH:22]=[C:21]([F:23])[CH:20]=[CH:19][C:18]=2[O:24][CH3:25])=[O:16])=[CH:13]N=[C:11]([NH:26][CH:27]2[CH2:32][CH2:31][NH:30][CH2:29][CH2:28]2)[N:10]=1.C(N(CC)CC)C.[CH2:40]([S:42](Cl)(=[O:44])=[O:43])[CH3:41]. (6) Given the product [I:1][C:2]1[CH:3]=[C:4]([NH:9][C:10](=[O:18])[C:11]2[CH:16]=[CH:15][N:14]=[C:13]([N:19]3[CH2:23][CH2:22][CH2:21][CH2:20]3)[CH:12]=2)[CH:5]=[CH:6][C:7]=1[CH3:8], predict the reactants needed to synthesize it. The reactants are: [I:1][C:2]1[CH:3]=[C:4]([NH:9][C:10](=[O:18])[C:11]2[CH:16]=[CH:15][N:14]=[C:13](Cl)[CH:12]=2)[CH:5]=[CH:6][C:7]=1[CH3:8].[NH:19]1[CH2:23][CH2:22][CH2:21][CH2:20]1. (7) Given the product [OH:5][C:6]1[CH:11]=[CH:10][C:9]([S:12]([Cl:3])(=[O:15])=[O:13])=[CH:8][CH:7]=1, predict the reactants needed to synthesize it. The reactants are: S(Cl)([Cl:3])=O.[OH:5][C:6]1[CH:11]=[CH:10][C:9]([S:12]([O-:15])(=O)=[O:13])=[CH:8][CH:7]=1.[Na+].